The task is: Predict the reaction yield, written as a fraction of the theoretical maximum amount of product (1.0 means a 100% yield; for example, 0.34 means a 34% yield).. This data is from Reaction yield outcomes from USPTO patents with 853,638 reactions. (1) The reactants are Br[C:2]1[CH:3]=[CH:4][C:5]([C:8](=[O:16])[CH2:9][C:10]2[CH:11]=[N:12][CH:13]=[N:14][CH:15]=2)=[N:6][CH:7]=1.[Cl:17][C:18]1[CH:23]=[CH:22][C:21](B(O)O)=[CH:20][CH:19]=1.C([O-])([O-])=O.[Na+].[Na+].N#N. The catalyst is O1CCOCC1.O.CC#N.C1C=CC(P(C2C=CC=CC=2)[C-]2C=CC=C2)=CC=1.C1C=CC(P(C2C=CC=CC=2)[C-]2C=CC=C2)=CC=1.Cl[Pd]Cl.[Fe+2]. The product is [Cl:17][C:18]1[CH:23]=[CH:22][C:21]([C:2]2[CH:3]=[CH:4][C:5]([C:8](=[O:16])[CH2:9][C:10]3[CH:11]=[N:12][CH:13]=[N:14][CH:15]=3)=[N:6][CH:7]=2)=[CH:20][CH:19]=1. The yield is 0.521. (2) The reactants are [CH2:1]([N:8]1[C:13](=[O:14])[C:12]2[C:15]([CH3:18])=[N:16][O:17][C:11]=2[N:10]=[C:9]1[CH2:19][CH2:20][CH3:21])[C:2]1[CH:7]=[CH:6][CH:5]=[CH:4][CH:3]=1.CC([O-])=O.[Na+].[Br:27]Br.O. The catalyst is CC(O)=O. The product is [CH2:1]([N:8]1[C:13](=[O:14])[C:12]2[C:15]([CH3:18])=[N:16][O:17][C:11]=2[N:10]=[C:9]1[CH:19]([Br:27])[CH2:20][CH3:21])[C:2]1[CH:3]=[CH:4][CH:5]=[CH:6][CH:7]=1. The yield is 0.300.